Dataset: Full USPTO retrosynthesis dataset with 1.9M reactions from patents (1976-2016). Task: Predict the reactants needed to synthesize the given product. (1) Given the product [CH3:22][N:18]1[C:19]2[C:14](=[CH:13][C:12]([C:7]3[C:6]4[CH2:5][CH2:4][CH2:3][C@@H:2]([NH:1][C:27]([CH:24]5[CH2:26][CH2:25]5)=[O:28])[C:11]=4[CH:10]=[N:9][CH:8]=3)=[CH:21][CH:20]=2)[CH2:15][CH2:16][C:17]1=[O:23], predict the reactants needed to synthesize it. The reactants are: [NH2:1][C@H:2]1[C:11]2[CH:10]=[N:9][CH:8]=[C:7]([C:12]3[CH:13]=[C:14]4[C:19](=[CH:20][CH:21]=3)[N:18]([CH3:22])[C:17](=[O:23])[CH2:16][CH2:15]4)[C:6]=2[CH2:5][CH2:4][CH2:3]1.[CH:24]1([C:27](Cl)=[O:28])[CH2:26][CH2:25]1. (2) Given the product [Cl:1][C:2]1[CH:7]=[C:6]([CH2:8][C:17]([O:18][CH2:19][CH3:20])=[O:21])[CH:5]=[CH:4][N:3]=1, predict the reactants needed to synthesize it. The reactants are: [Cl:1][C:2]1[CH:7]=[C:6]([CH3:8])[CH:5]=[CH:4][N:3]=1.[Li+].CC([N-]C(C)C)C.[C:17](=O)([O:21]CC)[O:18][CH2:19][CH3:20].O. (3) Given the product [CH3:1][O:2][C:3]([C@@H:5]1[CH2:32][C@@H:31]2[CH2:33][N:6]1[C:7](=[O:40])[C@H:8]([C:36]([CH3:37])([CH3:39])[CH3:38])[NH:9][C:10](=[O:35])[O:11][C@@H:12]1[CH2:34][C@H:13]1[CH2:14][CH2:15][CH2:16][CH2:17][CH2:18][C:19]1[C:20]([O:30]2)=[N:21][C:22]2[CH:23]=[CH:24][CH:25]=[CH:26][C:27]=2[C:28]=1[O:29][CH:51]1[CH2:52][CH2:53][N:48]([C:41]([O:43][C:44]([CH3:47])([CH3:46])[CH3:45])=[O:42])[CH2:49][CH2:50]1)=[O:4], predict the reactants needed to synthesize it. The reactants are: [CH3:1][O:2][C:3]([C@@H:5]1[CH2:32][C@@H:31]2[CH2:33][N:6]1[C:7](=[O:40])[C@H:8]([C:36]([CH3:39])([CH3:38])[CH3:37])[NH:9][C:10](=[O:35])[O:11][C@@H:12]1[CH2:34][C@H:13]1[CH2:14][CH2:15][CH2:16][CH2:17][CH2:18][C:19]1[C:20]([O:30]2)=[N:21][C:22]2[CH:23]=[CH:24][CH:25]=[CH:26][C:27]=2[C:28]=1[OH:29])=[O:4].[C:41]([N:48]1[CH2:53][CH2:52][CH:51](O)[CH2:50][CH2:49]1)([O:43][C:44]([CH3:47])([CH3:46])[CH3:45])=[O:42]. (4) The reactants are: [O:1]1[CH2:3][CH2:2]1.CC([CH2:7][NH2:8])O.[N+:9]([C:12]1([CH2:18][CH:19]2[CH2:21][O:20]2)[CH2:17][CH2:16][CH2:15][CH2:14][CH2:13]1)([O-:11])=[O:10]. Given the product [OH:1][CH2:2][CH2:3][N:8]([CH3:7])[CH2:21][CH:19]([OH:20])[CH2:18][C:12]1([N+:9]([O-:11])=[O:10])[CH2:17][CH2:16][CH2:15][CH2:14][CH2:13]1, predict the reactants needed to synthesize it.